This data is from NCI-60 drug combinations with 297,098 pairs across 59 cell lines. The task is: Regression. Given two drug SMILES strings and cell line genomic features, predict the synergy score measuring deviation from expected non-interaction effect. (1) Drug 1: CC1=C2C(C(=O)C3(C(CC4C(C3C(C(C2(C)C)(CC1OC(=O)C(C(C5=CC=CC=C5)NC(=O)C6=CC=CC=C6)O)O)OC(=O)C7=CC=CC=C7)(CO4)OC(=O)C)O)C)OC(=O)C. Drug 2: C(=O)(N)NO. Cell line: EKVX. Synergy scores: CSS=1.02, Synergy_ZIP=-0.569, Synergy_Bliss=-3.11, Synergy_Loewe=-0.789, Synergy_HSA=-5.06. (2) Drug 2: B(C(CC(C)C)NC(=O)C(CC1=CC=CC=C1)NC(=O)C2=NC=CN=C2)(O)O. Synergy scores: CSS=18.0, Synergy_ZIP=0.228, Synergy_Bliss=-3.02, Synergy_Loewe=-71.3, Synergy_HSA=-5.48. Drug 1: CNC(=O)C1=NC=CC(=C1)OC2=CC=C(C=C2)NC(=O)NC3=CC(=C(C=C3)Cl)C(F)(F)F. Cell line: NCI-H522. (3) Drug 1: CC1C(C(CC(O1)OC2CC(CC3=C2C(=C4C(=C3O)C(=O)C5=C(C4=O)C(=CC=C5)OC)O)(C(=O)CO)O)N)O.Cl. Drug 2: CC1=CC2C(CCC3(C2CCC3(C(=O)C)OC(=O)C)C)C4(C1=CC(=O)CC4)C. Cell line: PC-3. Synergy scores: CSS=1.05, Synergy_ZIP=2.77, Synergy_Bliss=4.77, Synergy_Loewe=-1.89, Synergy_HSA=-0.0227. (4) Drug 1: CCC1(CC2CC(C3=C(CCN(C2)C1)C4=CC=CC=C4N3)(C5=C(C=C6C(=C5)C78CCN9C7C(C=CC9)(C(C(C8N6C=O)(C(=O)OC)O)OC(=O)C)CC)OC)C(=O)OC)O.OS(=O)(=O)O. Drug 2: CC(C)CN1C=NC2=C1C3=CC=CC=C3N=C2N. Cell line: PC-3. Synergy scores: CSS=22.4, Synergy_ZIP=-3.01, Synergy_Bliss=3.92, Synergy_Loewe=-2.65, Synergy_HSA=2.47. (5) Synergy scores: CSS=-6.03, Synergy_ZIP=2.23, Synergy_Bliss=-1.80, Synergy_Loewe=-54.9, Synergy_HSA=-6.14. Drug 2: C1=CC=C(C(=C1)C(C2=CC=C(C=C2)Cl)C(Cl)Cl)Cl. Cell line: RPMI-8226. Drug 1: CS(=O)(=O)CCNCC1=CC=C(O1)C2=CC3=C(C=C2)N=CN=C3NC4=CC(=C(C=C4)OCC5=CC(=CC=C5)F)Cl. (6) Drug 1: CC1OCC2C(O1)C(C(C(O2)OC3C4COC(=O)C4C(C5=CC6=C(C=C35)OCO6)C7=CC(=C(C(=C7)OC)O)OC)O)O. Drug 2: CN(C)C1=NC(=NC(=N1)N(C)C)N(C)C. Cell line: OVCAR-4. Synergy scores: CSS=1.97, Synergy_ZIP=-0.883, Synergy_Bliss=2.95, Synergy_Loewe=-1.44, Synergy_HSA=-0.293.